Dataset: Forward reaction prediction with 1.9M reactions from USPTO patents (1976-2016). Task: Predict the product of the given reaction. (1) The product is: [Br:28][C:29]1[CH:35]=[CH:34][C:32]([NH:33][CH:11]=[C:5]([S:2]([CH3:1])(=[O:4])=[O:3])[C:6]([O:8][CH2:9][CH3:10])=[O:7])=[CH:31][CH:30]=1. Given the reactants [CH3:1][S:2]([CH2:5][C:6]([O:8][CH2:9][CH3:10])=[O:7])(=[O:4])=[O:3].[CH:11](OCC)(OCC)OCC.C(OC(=O)C)(=O)C.[Br:28][C:29]1[CH:35]=[CH:34][C:32]([NH2:33])=[CH:31][CH:30]=1, predict the reaction product. (2) Given the reactants [CH2:1]([N:4]1[C:12]2[C:7](=[N:8][C:9]([NH2:14])=[N:10][C:11]=2Cl)[N:6]([C@@H:15]2[O:27][C@H:26]([CH2:28][O:29][C:30](=[O:32])[CH3:31])[C@@H:21]([O:22][C:23](=[O:25])[CH3:24])[C@H:16]2[O:17][C:18](=[O:20])[CH3:19])[C:5]1=[O:33])[CH:2]=[CH2:3], predict the reaction product. The product is: [CH2:1]([N:4]1[C:12]2[C:7](=[N:8][C:9]([NH2:14])=[N:10][CH:11]=2)[N:6]([C@@H:15]2[O:27][C@H:26]([CH2:28][O:29][C:30](=[O:32])[CH3:31])[C@@H:21]([O:22][C:23](=[O:25])[CH3:24])[C@H:16]2[O:17][C:18](=[O:20])[CH3:19])[C:5]1=[O:33])[CH:2]=[CH2:3]. (3) The product is: [F:24][C:23]1[CH:22]=[C:21]2[C:16]([CH:17]=[CH:18][CH:19]=[N:20]2)=[CH:15][C:14]=1[C:11]([C:8]1[N:6]2[N:7]=[C:2]([C:30](=[O:32])[CH3:31])[CH:3]=[CH:4][C:5]2=[N:10][CH:9]=1)([OH:13])[CH3:12]. Given the reactants Cl[C:2]1[CH:3]=[CH:4][C:5]2[N:6]([C:8]([C:11]([C:14]3[CH:15]=[C:16]4[C:21](=[CH:22][C:23]=3[F:24])[N:20]=[CH:19][CH:18]=[CH:17]4)([OH:13])[CH3:12])=[CH:9][N:10]=2)[N:7]=1.C([Sn](CCCC)(CCCC)[C:30]([O:32]CC)=[CH2:31])CCC.Cl.O, predict the reaction product. (4) Given the reactants [Cl:1][C:2]1[CH:3]=[N:4][C:5]2[N:6]([N:8]=[C:9]([C:11]([OH:13])=O)[CH:10]=2)[CH:7]=1.[F:14][C:15]1[CH:20]=[C:19]([C:21]2[CH:30]=[C:29]3[C:24]([CH2:25][CH2:26][NH:27][N:28]3[CH3:31])=[CH:23][CH:22]=2)[CH:18]=[CH:17][N:16]=1, predict the reaction product. The product is: [Cl:1][C:2]1[CH:3]=[N:4][C:5]2[N:6]([N:8]=[C:9]([C:11]([N:27]3[CH2:26][CH2:25][C:24]4[C:29](=[CH:30][C:21]([C:19]5[CH:18]=[CH:17][N:16]=[C:15]([F:14])[CH:20]=5)=[CH:22][CH:23]=4)[N:28]3[CH3:31])=[O:13])[CH:10]=2)[CH:7]=1. (5) The product is: [NH2:1][C:2]1[C:3]([C:29]([NH2:34])=[O:31])=[N:4][C:5]([C:13]2[CH:18]=[CH:17][CH:16]=[C:15]([C:19]#[C:20][C@:21]3([OH:28])[CH2:25][CH2:24][N:23]([CH3:26])[C:22]3=[O:27])[CH:14]=2)=[N:6][C:7]=1[O:8][CH:9]1[CH2:10][O:11][CH2:12]1. Given the reactants [NH2:1][C:2]1[C:3]([C:29]([O:31]CC)=O)=[N:4][C:5]([C:13]2[CH:18]=[CH:17][CH:16]=[C:15]([C:19]#[C:20][C@:21]3([OH:28])[CH2:25][CH2:24][N:23]([CH3:26])[C:22]3=[O:27])[CH:14]=2)=[N:6][C:7]=1[O:8][CH:9]1[CH2:12][O:11][CH2:10]1.[NH3:34], predict the reaction product.